This data is from Reaction yield outcomes from USPTO patents with 853,638 reactions. The task is: Predict the reaction yield, written as a fraction of the theoretical maximum amount of product (1.0 means a 100% yield; for example, 0.34 means a 34% yield). (1) The reactants are [C:1](OC(=O)C)(=[O:3])C.C(O)=O.[NH2:11][C:12]1[CH:13]=[C:14]([F:22])[CH:15]=[C:16]2[C:20]=1[NH:19][C:18](=[O:21])[CH2:17]2. The catalyst is O1CCCC1.N1CCCCC1. The product is [F:22][C:14]1[CH:15]=[C:16]2[C:20](=[C:12]([NH:11][CH:1]=[O:3])[CH:13]=1)[NH:19][C:18](=[O:21])[CH2:17]2. The yield is 0.304. (2) The reactants are [NH2:1][C:2]1[N:7]=[CH:6][C:5]([S:8]([NH:11][C:12]2[S:13][CH:14]=[CH:15][N:16]=2)(=[O:10])=[O:9])=[CH:4][CH:3]=1.C[Al](C)C.[Cl:21][C:22]1[C:30]([F:31])=[CH:29][CH:28]=[C:27]2[C:23]=1[CH2:24][CH2:25][N:26]2[C@H:32]1[CH2:36][CH2:35][O:34][C:33]1=[O:37].Cl. The catalyst is ClCCCl. The product is [Cl:21][C:22]1[C:30]([F:31])=[CH:29][CH:28]=[C:27]2[C:23]=1[CH2:24][CH2:25][N:26]2[C@@H:32]([CH2:36][CH2:35][OH:34])[C:33]([NH:1][C:2]1[CH:3]=[CH:4][C:5]([S:8](=[O:9])(=[O:10])[NH:11][C:12]2[S:13][CH:14]=[CH:15][N:16]=2)=[CH:6][N:7]=1)=[O:37]. The yield is 0.260. (3) The reactants are O[C:2]1[CH:3]=[CH:4][C:5]2[C:6](=[O:17])[C:7]3[C:12]([O:13][C:14]=2[CH:15]=1)=[CH:11][C:10](O)=[CH:9][CH:8]=3.C1C=CC(N([S:25]([C:28]([F:31])([F:30])[F:29])(=[O:27])=[O:26])[S:25]([C:28]([F:31])([F:30])[F:29])(=[O:27])=[O:26])=CC=1.C(N(CC)C(C)C)(C)C. The catalyst is C1COCC1. The product is [F:29][C:28]([F:31])([F:30])[S:25]([C:2]1[CH:3]=[CH:4][C:5]2[C:6](=[O:17])[C:7]3[C:12]([O:13][C:14]=2[CH:15]=1)=[CH:11][C:10]([S:25]([C:28]([F:29])([F:30])[F:31])(=[O:26])=[O:27])=[CH:9][CH:8]=3)(=[O:27])=[O:26]. The yield is 0.850. (4) The reactants are ClS(O)(=O)=O.[CH3:6][O:7][C:8](=[O:23])[CH2:9][CH:10]1[CH2:18][C:17]2[C:12](=[CH:13][CH:14]=[C:15]([S:19](Cl)(=[O:21])=[O:20])[CH:16]=2)[CH2:11]1.[CH3:24][O:25][C:26](=[O:41])[CH2:27][CH:28]1[CH2:36][C:35]2[C:30](=[CH:31][CH:32]=[CH:33][C:34]=2[S:37](Cl)(=[O:39])=[O:38])[CH2:29]1.[F:42][C:43]([F:57])([F:56])[C:44]1[CH:49]=[CH:48][C:47]([N:50]2[CH2:55][CH2:54][NH:53][CH2:52][CH2:51]2)=[CH:46][CH:45]=1.C(N(CC)CC)C. The catalyst is C1COCC1.CN(C1C=CN=CC=1)C. The product is [CH3:6][O:7][C:8](=[O:23])[CH2:9][CH:10]1[CH2:18][C:17]2[C:12](=[CH:13][CH:14]=[C:15]([S:19]([N:53]3[CH2:52][CH2:51][N:50]([C:47]4[CH:46]=[CH:45][C:44]([C:43]([F:56])([F:57])[F:42])=[CH:49][CH:48]=4)[CH2:55][CH2:54]3)(=[O:21])=[O:20])[CH:16]=2)[CH2:11]1.[CH3:24][O:25][C:26](=[O:41])[CH2:27][CH:28]1[CH2:36][C:35]2[C:30](=[CH:31][CH:32]=[CH:33][C:34]=2[S:37]([N:53]2[CH2:52][CH2:51][N:50]([C:47]3[CH:46]=[CH:45][C:44]([C:43]([F:56])([F:57])[F:42])=[CH:49][CH:48]=3)[CH2:55][CH2:54]2)(=[O:39])=[O:38])[CH2:29]1. The yield is 0.190.